Dataset: Catalyst prediction with 721,799 reactions and 888 catalyst types from USPTO. Task: Predict which catalyst facilitates the given reaction. Reactant: [CH2:1]([O:3][C:4]([CH:6]1[CH:8]([C:9](=[O:26])[NH:10][C:11]2[CH:16]=[CH:15][C:14]([N:17]3[CH:22]=[CH:21][C:20]([OH:23])=[CH:19][C:18]3=[O:24])=[CH:13][C:12]=2[F:25])[CH:7]1[C:27](=[O:36])[NH:28][C:29]1[CH:34]=[CH:33][C:32]([Cl:35])=[CH:31][CH:30]=1)=[O:5])[CH3:2].[C:37](=O)([O-])[O-].[K+].[K+].COS(OC)(=O)=O. Product: [CH2:1]([O:3][C:4]([CH:6]1[CH:8]([C:9](=[O:26])[NH:10][C:11]2[CH:16]=[CH:15][C:14]([N:17]3[CH:22]=[CH:21][C:20]([O:23][CH3:37])=[CH:19][C:18]3=[O:24])=[CH:13][C:12]=2[F:25])[CH:7]1[C:27](=[O:36])[NH:28][C:29]1[CH:34]=[CH:33][C:32]([Cl:35])=[CH:31][CH:30]=1)=[O:5])[CH3:2]. The catalyst class is: 21.